Dataset: Full USPTO retrosynthesis dataset with 1.9M reactions from patents (1976-2016). Task: Predict the reactants needed to synthesize the given product. (1) Given the product [C:24]([O:1][C:2]1[CH:15]=[CH:14][C:13]2[C:4](=[CH:5][C:6]3[C:11]([CH:12]=2)=[CH:10][C:9]([O:16][C:34](=[O:30])[C:33]([CH3:17])=[CH2:32])=[CH:8][CH:7]=3)[CH:3]=1)(=[O:28])[C:25]([CH3:27])=[CH2:26], predict the reactants needed to synthesize it. The reactants are: [OH:1][C:2]1[CH:15]=[CH:14][C:13]2[C:4](=[CH:5][C:6]3[C:11]([CH:12]=2)=[CH:10][C:9]([OH:16])=[CH:8][CH:7]=3)[CH:3]=1.[CH2:17](N(CC)CC)C.[C:24](Cl)(=[O:28])[C:25]([CH3:27])=[CH2:26].[O:30]1[CH2:34][CH2:33][CH2:32]C1. (2) Given the product [O:1]=[S:2]1(=[O:16])[C:6]([F:7])([CH3:20])[C:5]2[C:8]([Cl:15])=[CH:9][CH:10]=[C:11]([NH2:12])[C:4]=2[NH:3]1, predict the reactants needed to synthesize it. The reactants are: [O:1]=[S:2]1(=[O:16])[CH:6]([F:7])[C:5]2[C:8]([Cl:15])=[CH:9][CH:10]=[C:11]([N+:12]([O-])=O)[C:4]=2[NH:3]1.[Sn](Cl)Cl.[CH2:20](O)C. (3) Given the product [NH2:3][C:4]1[N:8]([C:9]2[C:14]([Cl:15])=[CH:13][C:12]([C:16]([F:17])([F:18])[F:19])=[CH:11][C:10]=2[Cl:20])[C:7]([C:21]#[N:22])=[C:6]([C:23]#[N:24])[C:5]=1[S:25]([C:26]([F:29])([F:28])[F:27])=[O:1], predict the reactants needed to synthesize it. The reactants are: [OH:1]O.[NH2:3][C:4]1[N:8]([C:9]2[C:14]([Cl:15])=[CH:13][C:12]([C:16]([F:19])([F:18])[F:17])=[CH:11][C:10]=2[Cl:20])[C:7]([C:21]#[N:22])=[C:6]([C:23]#[N:24])[C:5]=1[S:25][C:26]([F:29])([F:28])[F:27].C(Cl)Cl.O. (4) The reactants are: [Cl-].C[SiH](C)C.[F:6][C:7]1[CH:8]=[C:9]([CH:12]=[CH:13][CH:14]=1)[CH2:10]Br.[Cl:15][C:16]1[CH:21]=[C:20](Cl)[N:19]=[CH:18][N:17]=1.O. Given the product [Cl:15][C:16]1[CH:21]=[C:20]([CH2:10][C:9]2[CH:12]=[CH:13][CH:14]=[C:7]([F:6])[CH:8]=2)[N:19]=[CH:18][N:17]=1, predict the reactants needed to synthesize it. (5) Given the product [CH3:3][O:4][CH2:5][O:6][C:7]1[CH:8]=[CH:9][C:10]2[C@@H:11]3[C@@H:19]([C@H:20]([CH2:24][CH2:25][CH2:26][CH2:27][O:28][CH2:29][CH2:30][O:31][CH2:32][CH2:33][O:34][CH2:35][CH2:36][O:37][CH2:38][CH2:39][O:40][CH2:47][C:48]([O:50][C:51]([CH3:54])([CH3:53])[CH3:52])=[O:49])[CH2:21][C:22]=2[CH:23]=1)[C@H:18]1[C@@:14]([CH3:45])([C@@H:15]([O:41][CH2:42][O:43][CH3:44])[CH2:16][CH2:17]1)[CH2:13][CH2:12]3, predict the reactants needed to synthesize it. The reactants are: [H-].[Na+].[CH3:3][O:4][CH2:5][O:6][C:7]1[CH:8]=[CH:9][C:10]2[C@@H:11]3[C@@H:19]([C@H:20]([CH2:24][CH2:25][CH2:26][CH2:27][O:28][CH2:29][CH2:30][O:31][CH2:32][CH2:33][O:34][CH2:35][CH2:36][O:37][CH2:38][CH2:39][OH:40])[CH2:21][C:22]=2[CH:23]=1)[C@H:18]1[C@@:14]([CH3:45])([C@@H:15]([O:41][CH2:42][O:43][CH3:44])[CH2:16][CH2:17]1)[CH2:13][CH2:12]3.Br[CH2:47][C:48]([O:50][C:51]([CH3:54])([CH3:53])[CH3:52])=[O:49]. (6) Given the product [C:1]1([C:21]2[CH:22]=[CH:23][CH:24]=[CH:25][CH:26]=2)[CH:6]=[CH:5][C:4]([C:7]2[CH:8]=[C:9]3[C:13](=[CH:14][C:15]=2[Cl:16])[NH:12][CH:11]=[C:10]3[C:17]([OH:19])=[O:18])=[CH:3][CH:2]=1, predict the reactants needed to synthesize it. The reactants are: [C:1]1([C:21]2[CH:26]=[CH:25][CH:24]=[CH:23][CH:22]=2)[CH:6]=[CH:5][C:4]([C:7]2[CH:8]=[C:9]3[C:13](=[CH:14][C:15]=2[Cl:16])[NH:12][CH:11]=[C:10]3[C:17]([O:19]C)=[O:18])=[CH:3][CH:2]=1.[OH-].[Na+].Cl. (7) The reactants are: [CH3:1]/[C:2](/[CH2:6][CH2:7]/[CH:8]=[C:9](\[CH3:16])/[CH2:10][CH2:11][CH:12]=[C:13]([CH3:15])[CH3:14])=[CH:3]\[CH2:4][OH:5].CC(C)[O-].[Al+3].CC(C)[O-].CC(C)[O-].[N+](C1C=C(C=CC=1)C=O)([O-])=O.Cl. Given the product [CH3:1]/[C:2](/[CH2:6][CH2:7]/[CH:8]=[C:9](\[CH3:16])/[CH2:10][CH2:11][CH:12]=[C:13]([CH3:15])[CH3:14])=[CH:3]\[CH:4]=[O:5], predict the reactants needed to synthesize it. (8) Given the product [CH2:26]([O:29][C:30]([C:31]1[CH2:17][C:16]([C:13]2[CH:14]=[CH:15][C:10]([N:7]3[C:8](=[O:9])[C:3]4=[C:2]([I:1])[CH:25]=[CH:24][CH:23]=[C:4]4[C:5]3=[O:6])=[C:11]([CH3:22])[CH:12]=2)([C:18]([F:21])([F:20])[F:19])[O:33][N:32]=1)=[O:36])[CH3:27], predict the reactants needed to synthesize it. The reactants are: [I:1][C:2]1[CH:25]=[CH:24][CH:23]=[C:4]2[C:5]([N:7]([C:10]3[CH:15]=[CH:14][C:13]([C:16]([C:18]([F:21])([F:20])[F:19])=[CH2:17])=[CH:12][C:11]=3[CH3:22])[C:8](=[O:9])[C:3]=12)=[O:6].[C:26]([O:29][CH2:30][C:31](Cl)=[N:32][OH:33])(=O)[CH3:27].C(=O)([O-])[OH:36].[K+].